This data is from Catalyst prediction with 721,799 reactions and 888 catalyst types from USPTO. The task is: Predict which catalyst facilitates the given reaction. Reactant: [Cl:1][C:2]1[C:3]2[C:4]3[C:5](=[N:13][N:14](C(C4C=CC=CC=4)(C4C=CC=CC=4)C4C=CC=CC=4)[CH:15]=3)[C:6](=[O:12])[NH:7][C:8]=2[N:9]=[CH:10][CH:11]=1.Cl.O1CCOCC1. Product: [Cl:1][C:2]1[C:3]2[C:4]3[C:5](=[N:13][NH:14][CH:15]=3)[C:6](=[O:12])[NH:7][C:8]=2[N:9]=[CH:10][CH:11]=1. The catalyst class is: 21.